This data is from Reaction yield outcomes from USPTO patents with 853,638 reactions. The task is: Predict the reaction yield, written as a fraction of the theoretical maximum amount of product (1.0 means a 100% yield; for example, 0.34 means a 34% yield). The reactants are C([O:3][C:4]([C:6]1[N:11]=[C:10]2[N:12]([CH2:15][C:16]3[CH:17]=[C:18]4[C:23](=[CH:24][C:25]=3[F:26])[N:22]=[CH:21][CH:20]=[CH:19]4)[N:13]=[N:14][C:9]2=[N:8][CH:7]=1)=[CH2:5])C.Cl. The catalyst is C(O)(=O)C. The product is [F:26][C:25]1[CH:24]=[C:23]2[C:18]([CH:19]=[CH:20][CH:21]=[N:22]2)=[CH:17][C:16]=1[CH2:15][N:12]1[C:10]2[C:9](=[N:8][CH:7]=[C:6]([C:4](=[O:3])[CH3:5])[N:11]=2)[N:14]=[N:13]1. The yield is 0.960.